From a dataset of Full USPTO retrosynthesis dataset with 1.9M reactions from patents (1976-2016). Predict the reactants needed to synthesize the given product. Given the product [Br:1][C:2]1[C:3]2[N:9]=[CH:10][NH:8][C:4]=2[CH:5]=[CH:6][CH:7]=1, predict the reactants needed to synthesize it. The reactants are: [Br:1][C:2]1[CH:7]=[CH:6][CH:5]=[C:4]([NH2:8])[C:3]=1[NH2:9].[CH:10](O)=O.